From a dataset of Full USPTO retrosynthesis dataset with 1.9M reactions from patents (1976-2016). Predict the reactants needed to synthesize the given product. (1) Given the product [CH3:1][C:2]1[CH:10]=[CH:9][CH:8]=[CH:7][C:3]=1[C:4]1[NH:11][C:12]2[CH:18]=[C:17]([N+:19]([O-:21])=[O:20])[CH:16]=[CH:15][C:13]=2[N:14]=1, predict the reactants needed to synthesize it. The reactants are: [CH3:1][C:2]1[CH:10]=[CH:9][CH:8]=[CH:7][C:3]=1[C:4](Cl)=O.[NH2:11][C:12]1[CH:18]=[C:17]([N+:19]([O-:21])=[O:20])[CH:16]=[CH:15][C:13]=1[NH2:14].C1(C)C=CC(S(O)(=O)=O)=CC=1. (2) The reactants are: C(OC([NH:8][CH2:9][CH2:10][C:11]1[CH:18]=[CH:17][C:16]([Cl:19])=[CH:15][C:12]=1[CH2:13][NH2:14])=O)(C)(C)C.C(OC([NH:27][C@@H:28]([C:36]([N:38]1[CH2:45][CH2:44][CH2:43][C@H:39]1[C:40](O)=[O:41])=[O:37])[CH2:29][C:30]1[CH:35]=[CH:34][CH:33]=[CH:32][N:31]=1)=O)(C)(C)C. Given the product [N:31]1[CH:32]=[CH:33][CH:34]=[CH:35][C:30]=1[CH2:29][C@H:28]([C:36]([N:38]1[CH2:45][CH2:44][CH2:43][C@H:39]1[C:40]([NH:14][CH2:13][C:12]1[CH:15]=[C:16]([Cl:19])[CH:17]=[CH:18][C:11]=1[CH2:10][CH2:9][NH2:8])=[O:41])=[O:37])[NH2:27], predict the reactants needed to synthesize it.